The task is: Regression. Given a peptide amino acid sequence and an MHC pseudo amino acid sequence, predict their binding affinity value. This is MHC class I binding data.. This data is from Peptide-MHC class I binding affinity with 185,985 pairs from IEDB/IMGT. (1) The peptide sequence is NEYTGNYQCG. The MHC is HLA-B18:01 with pseudo-sequence HLA-B18:01. The binding affinity (normalized) is 0.0373. (2) The peptide sequence is DRGFAAPQF. The MHC is Mamu-B03 with pseudo-sequence Mamu-B03. The binding affinity (normalized) is 0.